This data is from Full USPTO retrosynthesis dataset with 1.9M reactions from patents (1976-2016). The task is: Predict the reactants needed to synthesize the given product. (1) Given the product [F:26][C:23]1[CH:24]=[CH:25][C:20]([C:18]2[N:19]=[C:15]([NH:14][C:12](=[O:13])[C@@H:11]([NH:10][C:9]([C@@H:8]3[O:7][C@H:6]3[C:4]([OH:5])=[O:3])=[O:31])[CH2:27][CH:28]([CH3:29])[CH3:30])[S:16][CH:17]=2)=[CH:21][CH:22]=1, predict the reactants needed to synthesize it. The reactants are: C([O:3][C:4]([C@H:6]1[C@H:8]([C:9](=[O:31])[NH:10][C@@H:11]([CH2:27][CH:28]([CH3:30])[CH3:29])[C:12]([NH:14][C:15]2[S:16][CH:17]=[C:18]([C:20]3[CH:25]=[CH:24][C:23]([F:26])=[CH:22][CH:21]=3)[N:19]=2)=[O:13])[O:7]1)=[O:5])C.[Li+].[OH-]. (2) Given the product [CH:25]1([CH2:24][O:1][C:2]2[CH:10]=[CH:9][C:5]([C:6]([O:8][CH2:22][CH:23]3[CH2:25][CH2:24]3)=[O:7])=[CH:4][C:3]=2[C:11]([F:12])([F:13])[F:14])[CH2:23][CH2:22]1, predict the reactants needed to synthesize it. The reactants are: [OH:1][C:2]1[CH:10]=[CH:9][C:5]([C:6]([OH:8])=[O:7])=[CH:4][C:3]=1[C:11]([F:14])([F:13])[F:12].C([O-])([O-])=O.[Cs+].[Cs+].Br[CH2:22][CH:23]1[CH2:25][CH2:24]1. (3) Given the product [Br-:30].[CH3:15][C:11]([CH3:16])([CH2:10][CH2:9][N:8]([CH3:17])[C:6](=[O:7])[O:5][C:1]([CH3:2])([CH3:3])[CH3:4])[C:12](=[O:14])[NH:31][CH2:32][CH2:33][CH2:34][CH2:35][P+:36]([C:49]1[CH:54]=[CH:53][CH:52]=[CH:51][CH:50]=1)([C:37]1[CH:38]=[CH:39][CH:40]=[CH:41][CH:42]=1)[C:43]1[CH:48]=[CH:47][CH:46]=[CH:45][CH:44]=1, predict the reactants needed to synthesize it. The reactants are: [C:1]([O:5][C:6]([N:8]([CH3:17])[CH2:9][CH2:10][C:11]([CH3:16])([CH3:15])[C:12]([OH:14])=O)=[O:7])([CH3:4])([CH3:3])[CH3:2].C1N=CN(C(N2C=NC=C2)=O)C=1.[Br-:30].[NH2:31][CH2:32][CH2:33][CH2:34][CH2:35][P+:36]([C:49]1[CH:54]=[CH:53][CH:52]=[CH:51][CH:50]=1)([C:43]1[CH:48]=[CH:47][CH:46]=[CH:45][CH:44]=1)[C:37]1[CH:42]=[CH:41][CH:40]=[CH:39][CH:38]=1. (4) Given the product [CH2:15]([C:19]1[CH:46]=[CH:45][C:22]([CH2:23][O:24][C:25]2[CH:33]=[CH:32][C:31]3[N:30]4[CH2:34][CH2:35][CH:36]([CH2:37][C:38]([OH:40])=[O:39])[C:29]4=[CH:28][C:27]=3[CH:26]=2)=[CH:21][C:20]=1[C:47]([F:50])([F:48])[F:49])[CH:16]([CH3:18])[CH3:17], predict the reactants needed to synthesize it. The reactants are: NC(CS)C(O)=O.C(O)(C(F)(F)F)=O.[CH2:15]([C:19]1[CH:46]=[CH:45][C:22]([CH2:23][O:24][C:25]2[CH:33]=[CH:32][C:31]3[N:30]4[CH2:34][CH2:35][CH:36]([CH2:37][C:38]([O:40]C(C)(C)C)=[O:39])[C:29]4=[CH:28][C:27]=3[CH:26]=2)=[CH:21][C:20]=1[C:47]([F:50])([F:49])[F:48])[CH:16]([CH3:18])[CH3:17]. (5) Given the product [Cl:1][C:2]1[CH:7]=[CH:6][C:5]([C@H:8]([C:19]2[CH:27]=[CH:26][C:22]([C:23]([N:31]([CH3:32])[CH3:30])=[O:24])=[CH:21][CH:20]=2)[CH2:9][C:10]([C:12]2[CH:17]=[CH:16][N:15]=[C:14]([CH3:18])[CH:13]=2)=[O:11])=[C:4]([CH3:28])[CH:3]=1, predict the reactants needed to synthesize it. The reactants are: [Cl:1][C:2]1[CH:7]=[CH:6][C:5]([C@H:8]([C:19]2[CH:27]=[CH:26][C:22]([C:23](O)=[O:24])=[CH:21][CH:20]=2)[CH2:9][C:10]([C:12]2[CH:17]=[CH:16][N:15]=[C:14]([CH3:18])[CH:13]=2)=[O:11])=[C:4]([CH3:28])[CH:3]=1.Cl.[CH3:30][NH:31][CH3:32].F[P-](F)(F)(F)(F)F.N1(O[P+](N(C)C)(N(C)C)N(C)C)C2C=CC=CC=2N=N1. (6) Given the product [Cl:21][C:22]1[CH:27]=[C:26]([Cl:28])[CH:25]=[CH:24][C:23]=1[CH:29]([C:31]1[CH:32]=[CH:33][CH:34]=[CH:35][CH:36]=1)[NH:30][C:17](=[O:19])[CH2:16][C:13]1[CH:14]=[CH:15][C:9]2[O:8][C:7]([C:6]3[C:2]([CH3:1])=[N:3][O:4][C:5]=3[CH3:20])=[CH:11][C:10]=2[CH:12]=1, predict the reactants needed to synthesize it. The reactants are: [CH3:1][C:2]1[C:6]([C:7]2[O:8][C:9]3[CH:15]=[CH:14][C:13]([CH2:16][C:17]([OH:19])=O)=[CH:12][C:10]=3[CH:11]=2)=[C:5]([CH3:20])[O:4][N:3]=1.[Cl:21][C:22]1[CH:27]=[C:26]([Cl:28])[CH:25]=[CH:24][C:23]=1[CH:29]([C:31]1[CH:36]=[CH:35][CH:34]=[CH:33][CH:32]=1)[NH2:30]. (7) Given the product [F:1][C:2]([CH3:29])([CH3:28])[CH2:3][N:5]1[CH2:10][CH2:9][CH:8]([CH:11]([C:13]2[N:17]3[N:18]=[CH:19][CH:20]=[CH:21][C:16]3=[C:15]([C:22]([O:24][CH2:25][CH3:26])=[O:23])[C:14]=2[CH3:27])[CH3:12])[CH2:7][CH2:6]1, predict the reactants needed to synthesize it. The reactants are: [F:1][C:2]([CH3:29])([CH3:28])[C:3]([N:5]1[CH2:10][CH2:9][CH:8]([CH:11]([C:13]2[N:17]3[N:18]=[CH:19][CH:20]=[CH:21][C:16]3=[C:15]([C:22]([O:24][CH2:25][CH3:26])=[O:23])[C:14]=2[CH3:27])[CH3:12])[CH2:7][CH2:6]1)=O.B.